Dataset: Forward reaction prediction with 1.9M reactions from USPTO patents (1976-2016). Task: Predict the product of the given reaction. (1) Given the reactants [NH2:1][C:2]1[C:15]2[C:6](=[CH:7][C:8]3[C:9]4[C:14]=2[C:13](=[O:16])[N:12]([CH2:17][CH2:18][N:19]([CH3:21])[CH3:20])[C:11](=[O:22])[C:10]=4[CH:23]=[CH:24][CH:25]=3)[CH:5]=[CH:4][CH:3]=1.C(N(CC)CC)C.Cl[C:34]([O:36][CH2:37][CH:38]=[CH2:39])=[O:35].C(Cl)Cl.CO, predict the reaction product. The product is: [CH3:21][N:19]([CH3:20])[CH2:18][CH2:17][N:12]1[C:11](=[O:22])[C:10]2[CH:23]=[CH:24][CH:25]=[C:8]3[C:9]=2[C:14](=[C:15]2[C:2]([NH:1][C:34](=[O:35])[O:36][CH2:37][CH:38]=[CH2:39])=[CH:3][CH:4]=[CH:5][C:6]2=[CH:7]3)[C:13]1=[O:16]. (2) Given the reactants [CH2:1]([O:3][C:4](=[O:20])[NH:5][C:6]([C:8]1[C:9](=[O:19])[O:10][C:11]2[C:16]([CH:17]=1)=[CH:15][C:14](Br)=[CH:13][CH:12]=2)=[O:7])[CH3:2].[O:21]1[CH:25]=[CH:24][C:23](B(O)O)=[CH:22]1, predict the reaction product. The product is: [CH2:1]([O:3][C:4](=[O:20])[NH:5][C:6]([C:8]1[C:9](=[O:19])[O:10][C:11]2[C:16]([CH:17]=1)=[CH:15][C:14]([C:23]1[CH:24]=[CH:25][O:21][CH:22]=1)=[CH:13][CH:12]=2)=[O:7])[CH3:2]. (3) Given the reactants [NH2:1][C@H:2]1[CH2:6][CH2:5][N:4]([C@H:7]2[CH2:12][CH2:11][C@@H:10]([N:13]([CH:15]([CH3:17])[CH3:16])[CH3:14])[CH2:9][C@H:8]2[CH2:18][S:19]([CH:22]([CH3:24])[CH3:23])(=[O:21])=[O:20])[C:3]1=[O:25].C(N(CC)CC)C.Cl[C:34]1[C:43]2[C:38](=[CH:39][CH:40]=[C:41]([C:44]([F:47])([F:46])[F:45])[CH:42]=2)[N:37]=[CH:36][N:35]=1, predict the reaction product. The product is: [CH:15]([N:13]([CH3:14])[C@@H:10]1[CH2:11][CH2:12][C@H:7]([N:4]2[CH2:5][CH2:6][C@H:2]([NH:1][C:34]3[C:43]4[C:38](=[CH:39][CH:40]=[C:41]([C:44]([F:46])([F:47])[F:45])[CH:42]=4)[N:37]=[CH:36][N:35]=3)[C:3]2=[O:25])[C@H:8]([CH2:18][S:19]([CH:22]([CH3:24])[CH3:23])(=[O:21])=[O:20])[CH2:9]1)([CH3:17])[CH3:16]. (4) Given the reactants [CH3:1][C:2]([CH3:9])([CH3:8])[C:3](=O)[CH2:4][C:5]#[N:6].[NH2:10][NH2:11].O, predict the reaction product. The product is: [C:2]([C:3]1[CH:4]=[C:5]([NH2:6])[NH:11][N:10]=1)([CH3:9])([CH3:8])[CH3:1]. (5) Given the reactants [CH2:1]([C:3]1[CH:4]=[C:5]([OH:9])[CH:6]=[CH:7][CH:8]=1)[CH3:2].C(O[C:14](=[O:16])[CH3:15])(=O)C.[Al+3].[Cl-].[Cl-].[Cl-].[CH2:21](Br)[C:22]1[CH:27]=[CH:26][CH:25]=[CH:24][CH:23]=1, predict the reaction product. The product is: [CH2:21]([O:9][C:5]1[CH:4]=[C:3]([CH2:1][CH3:2])[CH:8]=[CH:7][C:6]=1[C:14](=[O:16])[CH3:15])[C:22]1[CH:27]=[CH:26][CH:25]=[CH:24][CH:23]=1. (6) Given the reactants [OH:1][C:2]1[CH:3]=[C:4]([CH:7]=[CH:8][C:9]=1[OH:10])[C:5]#[N:6].C(=O)([O-])[O-].[K+].[K+].[CH2:17](Br)[C:18]1[CH:23]=[CH:22][CH:21]=[CH:20][CH:19]=1, predict the reaction product. The product is: [CH2:17]([O:10][C:9]1[CH:8]=[CH:7][C:4]([C:5]#[N:6])=[CH:3][C:2]=1[OH:1])[C:18]1[CH:23]=[CH:22][CH:21]=[CH:20][CH:19]=1. (7) Given the reactants [F:1][C:2]([F:31])([F:30])[C:3]1[CH:29]=[CH:28][CH:27]=[CH:26][C:4]=1[O:5][CH:6]1[CH2:11][CH2:10][N:9]([C:12]2[N:17]=[CH:16][C:15]([N:18]3[CH:22]=[C:21]([CH2:23][CH2:24][OH:25])[N:20]=[N:19]3)=[CH:14][N:13]=2)[CH2:8][CH2:7]1.CC(OI1(OC(C)=O)(OC(C)=O)OC(=O)C2C=CC=CC1=2)=O, predict the reaction product. The product is: [F:30][C:2]([F:1])([F:31])[C:3]1[CH:29]=[CH:28][CH:27]=[CH:26][C:4]=1[O:5][CH:6]1[CH2:11][CH2:10][N:9]([C:12]2[N:17]=[CH:16][C:15]([N:18]3[CH:22]=[C:21]([CH2:23][CH:24]=[O:25])[N:20]=[N:19]3)=[CH:14][N:13]=2)[CH2:8][CH2:7]1. (8) Given the reactants [H-].[Na+].[F:3][C:4]1[CH:5]=[C:6]([CH:9]=[C:10]([NH:12][C:13]2[CH:14]=[N:15][CH:16]=[N:17][CH:18]=2)[CH:11]=1)[C:7]#[N:8].[CH3:19]I, predict the reaction product. The product is: [F:3][C:4]1[CH:5]=[C:6]([CH:9]=[C:10]([N:12]([CH3:19])[C:13]2[CH:18]=[N:17][CH:16]=[N:15][CH:14]=2)[CH:11]=1)[C:7]#[N:8]. (9) Given the reactants [CH2:1]([O:13][C:14]1[CH:22]=[CH:21][C:17]2[NH:18][CH:19]=[N:20][C:16]=2[CH:15]=1)[CH2:2][CH2:3][CH2:4][CH2:5][CH2:6][CH2:7][CH2:8][CH2:9][CH2:10][CH2:11][CH3:12].[C:23]([O-])([O-])=O.[Cs+].[Cs+].[I:29][CH:30]([CH3:32])[CH3:31].[C:33](#N)[CH3:34], predict the reaction product. The product is: [I-:29].[CH2:1]([O:13][C:14]1[CH:22]=[CH:21][C:17]2[N:18]([CH:33]([CH3:34])[CH3:23])[CH:19]=[N+:20]([CH:30]([CH3:32])[CH3:31])[C:16]=2[CH:15]=1)[CH2:2][CH2:3][CH2:4][CH2:5][CH2:6][CH2:7][CH2:8][CH2:9][CH2:10][CH2:11][CH3:12]. (10) Given the reactants Cl.[Cl:2][C:3]1[CH:16]=[C:15]([Cl:17])[CH:14]=[CH:13][C:4]=1[O:5][C:6]1[CH:12]=[CH:11][CH:10]=[CH:9][C:7]=1[NH2:8].[Br:18][C:19]1[CH:20]=[C:21]([S:26](Cl)(=[O:28])=[O:27])[CH:22]=[N:23][C:24]=1[Cl:25], predict the reaction product. The product is: [Br:18][C:19]1[CH:20]=[C:21]([S:26]([NH:8][C:7]2[CH:9]=[CH:10][CH:11]=[CH:12][C:6]=2[O:5][C:4]2[CH:13]=[CH:14][C:15]([Cl:17])=[CH:16][C:3]=2[Cl:2])(=[O:28])=[O:27])[CH:22]=[N:23][C:24]=1[Cl:25].